Task: Predict the product of the given reaction.. Dataset: Forward reaction prediction with 1.9M reactions from USPTO patents (1976-2016) (1) Given the reactants [Cl:1][C:2]1[CH:18]=[CH:17][C:5]([O:6][C:7]2[CH:14]=[CH:13][C:12]([CH2:15][OH:16])=[CH:11][C:8]=2[C:9]#[N:10])=[CH:4][C:3]=1[F:19].Cl[C:21]1[CH:32]=[C:25]2[N:26]([CH3:31])[C@H:27]([CH3:30])[CH2:28][CH2:29][N:24]2[C:23](=[O:33])[N:22]=1, predict the reaction product. The product is: [Cl:1][C:2]1[CH:18]=[CH:17][C:5]([O:6][C:7]2[CH:14]=[CH:13][C:12]([CH2:15][O:16][C:21]3[CH:32]=[C:25]4[N:26]([CH3:31])[C@H:27]([CH3:30])[CH2:28][CH2:29][N:24]4[C:23](=[O:33])[N:22]=3)=[CH:11][C:8]=2[C:9]#[N:10])=[CH:4][C:3]=1[F:19]. (2) Given the reactants [Br:1][C:2]1[CH:3]=[C:4]([C:9]([O:11][CH3:12])=[O:10])[O:5][C:6]=1[CH:7]=O.Cl.NO.[N:16]1C=CC=CC=1.FC(F)(F)C(OC(=O)C(F)(F)F)=O, predict the reaction product. The product is: [Br:1][C:2]1[CH:3]=[C:4]([C:9]([O:11][CH3:12])=[O:10])[O:5][C:6]=1[C:7]#[N:16]. (3) Given the reactants [NH:1]([C:36]([O:38][C:39]([CH3:42])([CH3:41])[CH3:40])=[O:37])[CH2:2][C:3]([NH:5][C@H:6]([C:14]([NH:16][C@H:17]([C:22]([NH:24][CH2:25][C:26]([O:28]CC1C=CC=CC=1)=[O:27])=[O:23])[CH2:18][CH:19]([CH3:21])[CH3:20])=[O:15])[CH2:7][C:8]1[CH:13]=[CH:12][CH:11]=[CH:10][CH:9]=1)=[O:4], predict the reaction product. The product is: [NH:1]([C:36]([O:38][C:39]([CH3:41])([CH3:40])[CH3:42])=[O:37])[CH2:2][C:3]([NH:5][C@H:6]([C:14]([NH:16][C@H:17]([C:22]([NH:24][CH2:25][C:26]([OH:28])=[O:27])=[O:23])[CH2:18][CH:19]([CH3:21])[CH3:20])=[O:15])[CH2:7][C:8]1[CH:9]=[CH:10][CH:11]=[CH:12][CH:13]=1)=[O:4]. (4) Given the reactants [Cl:1][C:2]1[C:7]([C:8]([F:11])([F:10])[F:9])=[CH:6][CH:5]=[CH:4][C:3]=1[C:12]([N:14]1[CH:19]=[CH:18][C:17]2[N:20]([C:23]3[CH:28]=[CH:27][C:26]([CH3:29])=[CH:25][N:24]=3)[N:21]=[N:22][C:16]=2[CH:15]1[CH3:30])=[O:13].ClC1C(C(F)(F)F)=CC=CC=1C(N1C=CC2N(C3C(C)=CC(C)=CN=3)N=NC=2C1C)=O.C1COCC1, predict the reaction product. The product is: [Cl:1][C:2]1[C:7]([C:8]([F:10])([F:9])[F:11])=[CH:6][CH:5]=[CH:4][C:3]=1[C:12]([N:14]1[CH2:19][CH2:18][C:17]2[N:20]([C:23]3[CH:28]=[CH:27][C:26]([CH3:29])=[CH:25][N:24]=3)[N:21]=[N:22][C:16]=2[CH:15]1[CH3:30])=[O:13].